Dataset: Forward reaction prediction with 1.9M reactions from USPTO patents (1976-2016). Task: Predict the product of the given reaction. Given the reactants C([O:4][CH:5]1[CH:10]([O:11]C(=O)C)[CH:9]([O:15]C(=O)C)[CH:8]([CH2:19][O:20]C(=O)C)[O:7][CH:6]1[O:24][C:25]1[CH:29]=[C:28]([CH:30]([CH3:32])[CH3:31])[S:27][C:26]=1[CH2:33][C:34]1[CH:39]=[CH:38][C:37]([O:40][CH3:41])=[CH:36][CH:35]=1)(=O)C.C[O-].[Na+], predict the reaction product. The product is: [OH:20][CH2:19][CH:8]1[CH:9]([OH:15])[CH:10]([OH:11])[CH:5]([OH:4])[CH:6]([O:24][C:25]2[CH:29]=[C:28]([CH:30]([CH3:31])[CH3:32])[S:27][C:26]=2[CH2:33][C:34]2[CH:35]=[CH:36][C:37]([O:40][CH3:41])=[CH:38][CH:39]=2)[O:7]1.